From a dataset of Peptide-MHC class I binding affinity with 185,985 pairs from IEDB/IMGT. Regression. Given a peptide amino acid sequence and an MHC pseudo amino acid sequence, predict their binding affinity value. This is MHC class I binding data. (1) The peptide sequence is GLILFVLAL. The MHC is HLA-A02:06 with pseudo-sequence HLA-A02:06. The binding affinity (normalized) is 0.172. (2) The peptide sequence is RRYQKSTEL. The MHC is Mamu-B17 with pseudo-sequence Mamu-B17. The binding affinity (normalized) is 0. (3) The peptide sequence is PLTNQRYRV. The MHC is HLA-A24:03 with pseudo-sequence HLA-A24:03. The binding affinity (normalized) is 0.0847. (4) The peptide sequence is LFQPLHTVM. The MHC is HLA-A26:01 with pseudo-sequence HLA-A26:01. The binding affinity (normalized) is 0.213.